Predict the reaction yield, written as a fraction of the theoretical maximum amount of product (1.0 means a 100% yield; for example, 0.34 means a 34% yield). From a dataset of Reaction yield outcomes from USPTO patents with 853,638 reactions. (1) The reactants are C[Si](C)(C)[N-][Si](C)(C)C.[K+].[Cl:11][C:12]1[CH:13]=[C:14]([CH:19]([CH2:22][CH2:23][CH2:24][O:25][CH:26]2[CH2:31][CH2:30][O:29][CH2:28][CH2:27]2)[C:20]#[N:21])[CH:15]=[CH:16][C:17]=1[Cl:18].Br[CH2:33][CH2:34][C:35]([O:37][CH2:38][CH3:39])=[O:36]. The catalyst is C1COCC1. The product is [CH2:38]([O:37][C:35](=[O:36])[CH2:34][CH2:33][C:19]([C:20]#[N:21])([C:14]1[CH:15]=[CH:16][C:17]([Cl:18])=[C:12]([Cl:11])[CH:13]=1)[CH2:22][CH2:23][CH2:24][O:25][CH:26]1[CH2:31][CH2:30][O:29][CH2:28][CH2:27]1)[CH3:39]. The yield is 0.944. (2) The reactants are Cl.[CH:2]12[NH:8][CH:5]([CH2:6][CH2:7]1)[CH2:4][CH2:3]2.F[C:10]1[CH:15]=[CH:14][C:13]([N+:16]([O-:18])=[O:17])=[C:12]([C:19]([F:22])([F:21])[F:20])[CH:11]=1.C(N(CC)CC)C. The catalyst is C(#N)C. The product is [N+:16]([C:13]1[CH:14]=[CH:15][C:10]([N:8]2[CH:5]3[CH2:6][CH2:7][CH:2]2[CH2:3][CH2:4]3)=[CH:11][C:12]=1[C:19]([F:20])([F:21])[F:22])([O-:18])=[O:17]. The yield is 0.880.